Dataset: Forward reaction prediction with 1.9M reactions from USPTO patents (1976-2016). Task: Predict the product of the given reaction. (1) Given the reactants [C:1]1([C:7]2[S:11][CH:10]=[C:9]([NH2:12])[CH:8]=2)[CH:6]=[CH:5][CH:4]=[CH:3][CH:2]=1.C([O-])([O-])=O.[K+].[K+].[CH3:19][CH:20](Br)[C:21]([O:23][CH3:24])=[O:22], predict the reaction product. The product is: [C:1]1([C:7]2[S:11][CH:10]=[C:9]([NH:12][CH:20]([CH3:19])[C:21]([O:23][CH3:24])=[O:22])[CH:8]=2)[CH:2]=[CH:3][CH:4]=[CH:5][CH:6]=1. (2) Given the reactants Cl[C:2]1[N:10]=[C:9]([Cl:11])[CH:8]=[CH:7][C:3]=1[C:4]([NH2:6])=[O:5].[NH2:12][C:13]1[CH:18]=[CH:17][C:16]([N:19]2[CH2:24][CH2:23][N:22]([C:25]([O:27][CH2:28][C:29]3[CH:34]=[CH:33][CH:32]=[CH:31][CH:30]=3)=[O:26])[CH2:21][CH2:20]2)=[CH:15][CH:14]=1.C[Si]([N-][Si](C)(C)C)(C)C.[Li+], predict the reaction product. The product is: [C:4]([C:3]1[C:2]([NH:12][C:13]2[CH:14]=[CH:15][C:16]([N:19]3[CH2:20][CH2:21][N:22]([C:25]([O:27][CH2:28][C:29]4[CH:30]=[CH:31][CH:32]=[CH:33][CH:34]=4)=[O:26])[CH2:23][CH2:24]3)=[CH:17][CH:18]=2)=[N:10][C:9]([Cl:11])=[CH:8][CH:7]=1)(=[O:5])[NH2:6]. (3) Given the reactants Br[C:2]1[CH:10]=[C:9]2[C:5]([C:6]([C:11]3[CH:16]=[N:15][CH:14]=[CH:13][N:12]=3)=[N:7][NH:8]2)=[CH:4][CH:3]=1.[CH2:17]([NH:19][C:20](=[O:37])[C:21]1[CH:26]=[CH:25][C:24]([CH3:27])=[C:23](B2OC(C)(C)C(C)(C)O2)[CH:22]=1)[CH3:18].C(=O)([O-])O.[Na+], predict the reaction product. The product is: [CH2:17]([NH:19][C:20](=[O:37])[C:21]1[CH:26]=[CH:25][C:24]([CH3:27])=[C:23]([C:2]2[CH:10]=[C:9]3[C:5]([C:6]([C:11]4[CH:16]=[N:15][CH:14]=[CH:13][N:12]=4)=[N:7][NH:8]3)=[CH:4][CH:3]=2)[CH:22]=1)[CH3:18]. (4) The product is: [CH3:10][O:11][C:12]1[CH:13]=[CH:14][C:15]([S:18]([N:1]2[CH2:6][CH2:5][O:4][CH2:3][CH:2]2[C:7]([OH:9])=[O:8])(=[O:20])=[O:19])=[CH:16][CH:17]=1. Given the reactants [NH:1]1[CH2:6][CH2:5][O:4][CH2:3][CH:2]1[C:7]([OH:9])=[O:8].[CH3:10][O:11][C:12]1[CH:17]=[CH:16][C:15]([S:18](Cl)(=[O:20])=[O:19])=[CH:14][CH:13]=1.C(N(CC)CC)C, predict the reaction product.